Dataset: Forward reaction prediction with 1.9M reactions from USPTO patents (1976-2016). Task: Predict the product of the given reaction. (1) Given the reactants C(O[C:4](=[O:14])[CH2:5][C:6](=O)[C:7]1[CH:12]=[CH:11][CH:10]=[CH:9][N:8]=1)C.[CH3:15][C:16]1[CH:17]=[C:18]([NH2:21])[NH:19][N:20]=1, predict the reaction product. The product is: [CH3:15][C:16]1[CH:17]=[C:18]2[NH:21][C:6]([C:7]3[CH:12]=[CH:11][CH:10]=[CH:9][N:8]=3)=[CH:5][C:4](=[O:14])[N:19]2[N:20]=1. (2) Given the reactants [Cl:1][C:2]1[CH:7]=[CH:6][C:5]([N:8]2[CH2:17][CH2:16][C:11]3([O:15][CH2:14][CH2:13][O:12]3)[CH2:10][CH2:9]2)=[CH:4][C:3]=1[O:18][CH3:19].[Cl:20]N1C(=O)CCC1=O.O.[OH-].[Na+], predict the reaction product. The product is: [Cl:20][C:6]1[CH:7]=[C:2]([Cl:1])[C:3]([O:18][CH3:19])=[CH:4][C:5]=1[N:8]1[CH2:9][CH2:10][C:11]2([O:15][CH2:14][CH2:13][O:12]2)[CH2:16][CH2:17]1.